This data is from Full USPTO retrosynthesis dataset with 1.9M reactions from patents (1976-2016). The task is: Predict the reactants needed to synthesize the given product. (1) Given the product [CH2:1]([O:3][C:4]1[CH:5]=[CH:6][C:7]([F:13])=[C:8]([C:15]2[C:20]([CH3:21])=[C:19]([CH3:22])[N:18]=[C:17]([C:23]#[N:24])[CH:16]=2)[CH:9]=1)[CH3:2], predict the reactants needed to synthesize it. The reactants are: [CH2:1]([O:3][C:4]1[CH:5]=[CH:6][C:7]([F:13])=[C:8](B(O)O)[CH:9]=1)[CH3:2].Br[C:15]1[C:20]([CH3:21])=[C:19]([CH3:22])[N:18]=[C:17]([C:23]#[N:24])[CH:16]=1.C(=O)([O-])[O-].[Na+].[Na+]. (2) Given the product [C:34]([O:38][C:39]([N:41]1[CH2:46][C:45](=[O:47])[N:44]([CH2:4][CH2:3][CH2:2][N:1]2[CH2:12][CH2:11][CH2:24][CH2:22][CH2:23]2)[CH:43]([CH3:48])[CH2:42]1)=[O:40])([CH3:37])([CH3:35])[CH3:36], predict the reactants needed to synthesize it. The reactants are: [NH2:1][CH2:2][CH:3](N)[CH3:4].ClCC(O[CH2:11][CH3:12])=O.C(=O)([O-])[O-].[K+].[K+].C(OC(OC(C)(C)C)=O)(O[C:22](C)([CH3:24])[CH3:23])=O.[C:34]([O:38][C:39]([N:41]1[CH2:46][C:45](=[O:47])[NH:44][CH:43]([CH3:48])[CH2:42]1)=[O:40])([CH3:37])([CH3:36])[CH3:35]. (3) Given the product [C:23]([C:27]1[CH:28]=[CH:29][C:30]([NH:31][C:2]2[C:11]3[C:6](=[CH:7][C:8]([C:12]4[C:17]([C:18]([F:21])([F:20])[F:19])=[CH:16][CH:15]=[CH:14][N:13]=4)=[CH:9][CH:10]=3)[N:5]=[C:4]([CH3:22])[N:3]=2)=[CH:32][CH:33]=1)([CH3:26])([CH3:24])[CH3:25], predict the reactants needed to synthesize it. The reactants are: Cl[C:2]1[C:11]2[C:6](=[CH:7][C:8]([C:12]3[C:17]([C:18]([F:21])([F:20])[F:19])=[CH:16][CH:15]=[CH:14][N:13]=3)=[CH:9][CH:10]=2)[N:5]=[C:4]([CH3:22])[N:3]=1.[C:23]([C:27]1[CH:33]=[CH:32][C:30]([NH2:31])=[CH:29][CH:28]=1)([CH3:26])([CH3:25])[CH3:24]. (4) Given the product [Cl:12][C:11]1[CH:7]=[C:3]([C:4]([NH2:6])=[O:5])[C:1](=[NH:2])[N:25]([C:22]2([C:16]3[CH:21]=[CH:20][CH:19]=[CH:18][CH:17]=3)[CH2:24][CH2:23]2)[CH:10]=1, predict the reactants needed to synthesize it. The reactants are: [C:1]([CH:3]([CH:7]1[C:11]([Cl:12])=[C:10](Cl)C(=O)O1)[C:4]([NH2:6])=[O:5])#[N:2].Cl.[C:16]1([C:22]2([NH2:25])[CH2:24][CH2:23]2)[CH:21]=[CH:20][CH:19]=[CH:18][CH:17]=1.C(N(CC)CC)C. (5) Given the product [OH:1][CH2:2][C:3]1[CH:8]=[C:7]([C:9]([F:11])([F:12])[F:10])[CH:6]=[CH:5][C:4]=1[O:13][CH2:15][C:16]([O:18][C:19]([CH3:22])([CH3:21])[CH3:20])=[O:17], predict the reactants needed to synthesize it. The reactants are: [OH:1][CH2:2][C:3]1[CH:8]=[C:7]([C:9]([F:12])([F:11])[F:10])[CH:6]=[CH:5][C:4]=1[OH:13].Br[CH2:15][C:16]([O:18][C:19]([CH3:22])([CH3:21])[CH3:20])=[O:17].C(=O)([O-])[O-].[K+].[K+]. (6) Given the product [OH:31][C:29]1[CH:28]=[CH:27][C:26]2[C:21]([C:54]([F:57])([F:56])[F:55])=[C:22]([C:47]3[CH:52]=[CH:51][C:50]([OH:53])=[CH:49][CH:48]=3)[CH:23]([C:32]3[CH:33]=[CH:34][C:35]([O:38][CH2:39][CH2:40][N:41]4[CH2:42][CH2:43][CH2:44][CH2:45][CH2:46]4)=[CH:36][CH:37]=3)[O:24][C:25]=2[CH:30]=1, predict the reactants needed to synthesize it. The reactants are: FC(F)(F)C(OC(=O)C(F)(F)F)=O.N1C=CC=CC=1.O[C:21]1([C:54]([F:57])([F:56])[F:55])[C:26]2[CH:27]=[CH:28][C:29]([OH:31])=[CH:30][C:25]=2[O:24][CH:23]([C:32]2[CH:37]=[CH:36][C:35]([O:38][CH2:39][CH2:40][N:41]3[CH2:46][CH2:45][CH2:44][CH2:43][CH2:42]3)=[CH:34][CH:33]=2)[CH:22]1[C:47]1[CH:52]=[CH:51][C:50]([OH:53])=[CH:49][CH:48]=1.C(=O)([O-])[O-].[Na+].[Na+]. (7) Given the product [Cl:1][C:2]1[N:3]=[CH:4][C:5]([C:8]([O:10][C:15]([CH3:18])([CH3:17])[CH3:16])=[O:9])=[N:6][CH:7]=1, predict the reactants needed to synthesize it. The reactants are: [Cl:1][C:2]1[N:3]=[CH:4][C:5]([C:8]([OH:10])=[O:9])=[N:6][CH:7]=1.ClC(Cl)(Cl)C(=N)O[C:15]([CH3:18])([CH3:17])[CH3:16].[B-](F)(F)(F)[O+](C)C. (8) Given the product [NH2:22][CH2:21][CH2:20][CH2:19][C@@H:7]1[C:8]2[NH:9][C:10]3[C:15]([C:16]=2[CH2:17][C@H:18]2[C:2](=[O:1])[N:3]4[CH2:36][CH2:35][CH2:34][C@H:4]4[C:5](=[O:33])[N:6]12)=[CH:14][CH:13]=[CH:12][CH:11]=3, predict the reactants needed to synthesize it. The reactants are: [O:1]=[C:2]1[C@H:18]2[N:6]([C@H:7]([CH2:19][CH2:20][CH2:21][NH:22]C(=O)OCC3C=CC=CC=3)[C:8]3[NH:9][C:10]4[C:15]([C:16]=3[CH2:17]2)=[CH:14][CH:13]=[CH:12][CH:11]=4)[C:5](=[O:33])[C@@H:4]2[CH2:34][CH2:35][CH2:36][N:3]12. (9) Given the product [NH2:8][C@@H:9]([CH2:20][C:21]1[O:22][C:23]([CH2:26][C:27]2[S:28][C:29]3[CH:35]=[C:34]([C:36]4[CH:37]=[CH:38][CH:39]=[CH:40][CH:41]=4)[CH:33]=[CH:32][C:30]=3[N:31]=2)=[N:24][N:25]=1)[C:10]([O:12][CH2:13][C:14]1[CH:19]=[CH:18][CH:17]=[CH:16][CH:15]=1)=[O:11], predict the reactants needed to synthesize it. The reactants are: C(OC([NH:8][C@@H:9]([CH2:20][C:21]1[O:22][C:23]([CH2:26][C:27]2[S:28][C:29]3[CH:35]=[C:34]([C:36]4[CH:41]=[CH:40][CH:39]=[CH:38][CH:37]=4)[CH:33]=[CH:32][C:30]=3[N:31]=2)=[N:24][N:25]=1)[C:10]([O:12][CH2:13][C:14]1[CH:19]=[CH:18][CH:17]=[CH:16][CH:15]=1)=[O:11])=O)(C)(C)C.C(O)(C(F)(F)F)=O.